Dataset: Full USPTO retrosynthesis dataset with 1.9M reactions from patents (1976-2016). Task: Predict the reactants needed to synthesize the given product. (1) Given the product [F:32][C:25]1[CH:26]=[C:27]([O:30][CH3:31])[CH:28]=[CH:29][C:24]=1[N:15]1[CH2:16][C:17]2[C:18](=[N:19][C:20]([NH:44][C:41]3[CH:42]=[CH:43][C:38]([O:37][CH3:36])=[CH:39][CH:40]=3)=[N:21][CH:22]=2)[N:13]([C@H:10]2[CH2:9][CH2:8][C@H:7]([OH:6])[CH2:12][CH2:11]2)[C:14]1=[O:33], predict the reactants needed to synthesize it. The reactants are: C([Si](C)(C)[O:6][C@H:7]1[CH2:12][CH2:11][C@H:10]([N:13]2[C:18]3=[N:19][C:20](Cl)=[N:21][CH:22]=[C:17]3[CH2:16][N:15]([C:24]3[CH:29]=[CH:28][C:27]([O:30][CH3:31])=[CH:26][C:25]=3[F:32])[C:14]2=[O:33])[CH2:9][CH2:8]1)(C)(C)C.[CH3:36][O:37][C:38]1[CH:43]=[CH:42][C:41]([NH2:44])=[CH:40][CH:39]=1.O.C1(C)C=CC(S(O)(=O)=O)=CC=1. (2) Given the product [CH2:28]1[C:27]2[C:22](=[CH:23][CH:24]=[CH:25][CH:26]=2)[CH2:21][CH:20]1[NH:19][C:16]1[N:17]=[CH:18][C:13]2[CH2:12][N:11]([C:9]([C:6]3[CH:7]=[N:8][C:3]([C:1]4[N:49]=[N:50][NH:51][CH:2]=4)=[CH:4][CH:5]=3)=[O:10])[CH2:30][CH2:29][C:14]=2[N:15]=1, predict the reactants needed to synthesize it. The reactants are: [C:1]([C:3]1[N:8]=[CH:7][C:6]([C:9]([N:11]2[CH2:30][CH2:29][C:14]3[N:15]=[C:16]([NH:19][CH:20]4[CH2:28][C:27]5[C:22](=[CH:23][CH:24]=[CH:25][CH:26]=5)[CH2:21]4)[N:17]=[CH:18][C:13]=3[CH2:12]2)=[O:10])=[CH:5][CH:4]=1)#[CH:2].CN(C)C=O.[Na].O=C1O[C@H]([C@H](CO)O)C(O)=C1O.[N:49]([Si](C)(C)C)=[N+:50]=[N-:51].